From a dataset of Forward reaction prediction with 1.9M reactions from USPTO patents (1976-2016). Predict the product of the given reaction. Given the reactants Br[C:2]1[CH:7]=[CH:6][C:5]([CH2:8][O:9][Si:10]([C:13]([CH3:16])([CH3:15])[CH3:14])([CH3:12])[CH3:11])=[CH:4][N:3]=1.[CH:17]([Sn](CCCC)(CCCC)CCCC)=[CH2:18].N#N, predict the reaction product. The product is: [Si:10]([O:9][CH2:8][C:5]1[CH:6]=[CH:7][C:2]([CH:17]=[CH2:18])=[N:3][CH:4]=1)([C:13]([CH3:16])([CH3:15])[CH3:14])([CH3:12])[CH3:11].